From a dataset of Forward reaction prediction with 1.9M reactions from USPTO patents (1976-2016). Predict the product of the given reaction. Given the reactants Cl.[NH:2]1[CH2:5][CH:4]([C:6]2[CH:32]=[CH:31][C:9]3[C:10]4[C:14]([CH2:15][CH2:16][O:17][C:8]=3[CH:7]=2)=[CH:13][N:12]([C:18]2[N:19]([C:23]3[CH:28]=[CH:27][C:26]([F:29])=[CH:25][C:24]=3[F:30])[N:20]=[CH:21][N:22]=2)[N:11]=4)[CH2:3]1.Br[CH2:34][CH2:35][O:36]C1CCCCO1.CO, predict the reaction product. The product is: [F:30][C:24]1[CH:25]=[C:26]([F:29])[CH:27]=[CH:28][C:23]=1[N:19]1[C:18]([N:12]2[N:11]=[C:10]3[C:14]([CH2:15][CH2:16][O:17][C:8]4[CH:7]=[C:6]([CH:4]5[CH2:3][N:2]([CH2:34][CH2:35][OH:36])[CH2:5]5)[CH:32]=[CH:31][C:9]=43)=[CH:13]2)=[N:22][CH:21]=[N:20]1.